From a dataset of Catalyst prediction with 721,799 reactions and 888 catalyst types from USPTO. Predict which catalyst facilitates the given reaction. (1) Reactant: [N+:1]([C:4]1[CH:5]=[C:6](/[CH:10]=[CH:11]/[CH2:12][CH2:13][NH2:14])[CH:7]=[CH:8][CH:9]=1)([O-:3])=[O:2].CCN(CC)CC.[CH3:22][C:23]([O:26][C:27](O[C:27]([O:26][C:23]([CH3:25])([CH3:24])[CH3:22])=[O:28])=[O:28])([CH3:25])[CH3:24].CC(=O)OCC. Product: [N+:1]([C:4]1[CH:5]=[C:6](/[CH:10]=[CH:11]/[CH2:12][CH2:13][NH:14][C:27](=[O:28])[O:26][C:23]([CH3:25])([CH3:24])[CH3:22])[CH:7]=[CH:8][CH:9]=1)([O-:3])=[O:2]. The catalyst class is: 2. (2) Reactant: [CH2:1]([O:8][CH2:9][N:10]1[C:14]2[CH:15]=[C:16]([C:29](O)=[O:30])[CH:17]=[C:18]([NH:19][CH2:20][C:21]3[C:26]([CH3:27])=[CH:25][CH:24]=[CH:23][C:22]=3[CH3:28])[C:13]=2[N:12]=[C:11]1[CH3:32])[C:2]1[CH:7]=[CH:6][CH:5]=[CH:4][CH:3]=1.[CH3:33][NH:34][CH3:35].[Cl-].[NH4+]. Product: [CH2:1]([O:8][CH2:9][N:10]1[C:14]2[CH:15]=[C:16]([C:29]([N:34]([CH3:35])[CH3:33])=[O:30])[CH:17]=[C:18]([NH:19][CH2:20][C:21]3[C:22]([CH3:28])=[CH:23][CH:24]=[CH:25][C:26]=3[CH3:27])[C:13]=2[N:12]=[C:11]1[CH3:32])[C:2]1[CH:7]=[CH:6][CH:5]=[CH:4][CH:3]=1. The catalyst class is: 213.